Predict the product of the given reaction. From a dataset of Forward reaction prediction with 1.9M reactions from USPTO patents (1976-2016). (1) Given the reactants Cl[C:2]1[N:7]=[C:6]([F:8])[C:5]([C:9]2[CH:21]=[CH:20][C:12]3[N:13]([CH2:16][CH:17]4[CH2:19][CH2:18]4)[N:14]=[N:15][C:11]=3[C:10]=2[C:22]([F:25])([F:24])[F:23])=[CH:4][CH:3]=1.[B-](F)(F)(F)[CH:27]=[CH2:28].[K+].C(=O)([O-])[O-].[Cs+].[Cs+], predict the reaction product. The product is: [CH:17]1([CH2:16][N:13]2[C:12]3[CH:20]=[CH:21][C:9]([C:5]4[C:6]([F:8])=[N:7][C:2]([CH:27]=[CH2:28])=[CH:3][CH:4]=4)=[C:10]([C:22]([F:25])([F:24])[F:23])[C:11]=3[N:15]=[N:14]2)[CH2:19][CH2:18]1. (2) Given the reactants [OH2:1].[NH2:2][NH2:3].CCO.Cl[C:8]1[CH:15]=[CH:14][C:13]([N+:16]([O-])=[O:17])=[CH:12][C:9]=1[C:10]#[N:11], predict the reaction product. The product is: [N+:16]([C:13]1[CH:12]=[C:9]2[C:8](=[CH:15][CH:14]=1)[NH:3][N:2]=[C:10]2[NH2:11])([O-:17])=[O:1]. (3) Given the reactants [Br:1][C:2]1[N:3]=[C:4]([CH:8]=O)[N:5]([CH3:7])[CH:6]=1.[CH3:10][C:11]1[CH:16]=[C:15]([CH3:17])[N:14]2[N:18]=[C:19]([CH2:21][P+](C3C=CC=CC=3)(C3C=CC=CC=3)C3C=CC=CC=3)[N:20]=[C:13]2[N:12]=1, predict the reaction product. The product is: [Br:1][C:2]1[N:3]=[C:4](/[CH:8]=[CH:21]/[C:19]2[N:20]=[C:13]3[N:12]=[C:11]([CH3:10])[CH:16]=[C:15]([CH3:17])[N:14]3[N:18]=2)[N:5]([CH3:7])[CH:6]=1. (4) Given the reactants [NH2:1][C:2]1[N:7]=[CH:6][C:5]([CH2:8][C@@H:9]2[CH2:13][CH2:12][C@H:11]([C@H:14]([O:21][Si](C(C)(C)C)(C)C)[C:15]3[CH:20]=[CH:19][CH:18]=[CH:17][CH:16]=3)[N:10]2[C:29]([O:31][C:32]([CH3:35])([CH3:34])[CH3:33])=[O:30])=[CH:4][CH:3]=1.CCCC[N+](CCCC)(CCCC)CCCC.[F-], predict the reaction product. The product is: [NH2:1][C:2]1[N:7]=[CH:6][C:5]([CH2:8][C@@H:9]2[CH2:13][CH2:12][C@H:11]([C@H:14]([OH:21])[C:15]3[CH:16]=[CH:17][CH:18]=[CH:19][CH:20]=3)[N:10]2[C:29]([O:31][C:32]([CH3:35])([CH3:34])[CH3:33])=[O:30])=[CH:4][CH:3]=1. (5) Given the reactants [Cl:1][C:2]1[CH:7]=[C:6](B(O)O)[CH:5]=[CH:4][N:3]=1.Br[C:12]1[CH:42]=[CH:41][C:15]2[N:16]([C:19]3[S:23][C:22]([C:24]([O:26][CH3:27])=[O:25])=[C:21]([O:28][C@@H:29]([C:31]4[CH:36]=[CH:35][CH:34]=[CH:33][C:32]=4[C:37]([F:40])([F:39])[F:38])[CH3:30])[CH:20]=3)[CH:17]=[N:18][C:14]=2[CH:13]=1.C(=O)([O-])[O-].[Na+].[Na+], predict the reaction product. The product is: [Cl:1][C:2]1[CH:7]=[C:6]([C:12]2[CH:42]=[CH:41][C:15]3[N:16]([C:19]4[S:23][C:22]([C:24]([O:26][CH3:27])=[O:25])=[C:21]([O:28][C@@H:29]([C:31]5[CH:36]=[CH:35][CH:34]=[CH:33][C:32]=5[C:37]([F:40])([F:39])[F:38])[CH3:30])[CH:20]=4)[CH:17]=[N:18][C:14]=3[CH:13]=2)[CH:5]=[CH:4][N:3]=1. (6) The product is: [Cl:23][C:9]1[N:4]2[N:3]=[C:2]([CH3:1])[N:20]=[C:5]2[C:6]([C:18]#[N:19])=[C:7]([CH3:17])[C:8]=1[C:11]1[CH:16]=[CH:15][CH:14]=[CH:13][CH:12]=1. Given the reactants [CH3:1][C:2]1[NH:20][C:5]2=[C:6]([C:18]#[N:19])[C:7]([CH3:17])=[C:8]([C:11]3[CH:16]=[CH:15][CH:14]=[CH:13][CH:12]=3)[C:9](=O)[N:4]2[N:3]=1.P(Cl)(Cl)([Cl:23])=O, predict the reaction product. (7) Given the reactants [F:1][C:2]([F:55])([F:54])[C:3]1[CH:4]=[C:5]([CH:47]=[C:48]([C:50]([F:53])([F:52])[F:51])[CH:49]=1)[CH2:6][N:7]([C@H:26]1[CH2:32][CH2:31][CH2:30][N:29]([CH2:33][CH:34]2[CH2:36][CH2:35]2)[C:28]2[C:37]([CH3:46])=[C:38]([C:42]([F:45])([F:44])[F:43])[C:39]([CH3:41])=[CH:40][C:27]1=2)[C:8]1[N:9]=[N:10][N:11]([CH2:13][CH2:14][N:15]2C(=O)C3C(=CC=CC=3)C2=O)[N:12]=1.O.NN, predict the reaction product. The product is: [NH2:15][CH2:14][CH2:13][N:11]1[N:10]=[N:9][C:8]([N:7]([CH2:6][C:5]2[CH:4]=[C:3]([C:2]([F:1])([F:54])[F:55])[CH:49]=[C:48]([C:50]([F:53])([F:52])[F:51])[CH:47]=2)[C@H:26]2[CH2:32][CH2:31][CH2:30][N:29]([CH2:33][CH:34]3[CH2:35][CH2:36]3)[C:28]3[C:37]([CH3:46])=[C:38]([C:42]([F:44])([F:45])[F:43])[C:39]([CH3:41])=[CH:40][C:27]2=3)=[N:12]1. (8) The product is: [OH:1][C:2]1[CH:9]=[CH:8][C:5]([CH:6]=[N:11][OH:10])=[CH:4][CH:3]=1. Given the reactants [OH:1][C:2]1[CH:9]=[CH:8][C:5]([CH:6]=O)=[CH:4][CH:3]=1.[OH:10][NH2:11].Cl.N1C=CC=CC=1, predict the reaction product. (9) Given the reactants Br[C:2]1[CH:7]=[CH:6][C:5]([CH:8]([C:21]2[CH:26]=[CH:25][CH:24]=[CH:23][C:22]=2[CH3:27])[CH2:9]/[C:10](/[C:13]2[CH:14]=[CH:15][C:16](=[O:20])[N:17]([CH3:19])[CH:18]=2)=[N:11]\[OH:12])=[CH:4][CH:3]=1.[C:28]([C:31]1[CH:32]=[C:33](B(O)O)[CH:34]=[CH:35][CH:36]=1)([OH:30])=[O:29].O.C(=O)([O-])[O-].[Na+].[Na+], predict the reaction product. The product is: [OH:12]/[N:11]=[C:10](/[C:13]1[CH:14]=[CH:15][C:16](=[O:20])[N:17]([CH3:19])[CH:18]=1)\[CH2:9][CH:8]([C:5]1[CH:6]=[CH:7][C:2]([C:33]2[CH:34]=[CH:35][CH:36]=[C:31]([C:28]([OH:30])=[O:29])[CH:32]=2)=[CH:3][CH:4]=1)[C:21]1[CH:26]=[CH:25][CH:24]=[CH:23][C:22]=1[CH3:27]. (10) Given the reactants [CH2:1]([O:23][C:24]1[CH:29]=[CH:28][C:27]([CH:30]([C:32]2[CH:37]=[CH:36][C:35]([O:38][CH2:39][CH2:40][CH2:41][CH2:42][CH2:43][CH2:44][CH2:45][CH2:46][CH2:47][CH2:48][CH2:49][CH2:50][CH2:51][CH2:52][CH2:53][CH2:54][CH2:55][CH2:56][CH2:57][CH2:58][CH2:59][CH3:60])=[CH:34][CH:33]=2)O)=[CH:26][CH:25]=1)[CH2:2][CH2:3][CH2:4][CH2:5][CH2:6][CH2:7][CH2:8][CH2:9][CH2:10][CH2:11][CH2:12][CH2:13][CH2:14][CH2:15][CH2:16][CH2:17][CH2:18][CH2:19][CH2:20][CH2:21][CH3:22].[C:61](=[O:66])([O:63][CH2:64][CH3:65])[NH2:62].CS(O)(=O)=O.C(=O)([O-])[O-].[Na+].[Na+], predict the reaction product. The product is: [CH2:64]([O:63][C:61](=[O:66])[NH:62][CH:30]([C:32]1[CH:37]=[CH:36][C:35]([O:38][CH2:39][CH2:40][CH2:41][CH2:42][CH2:43][CH2:44][CH2:45][CH2:46][CH2:47][CH2:48][CH2:49][CH2:50][CH2:51][CH2:52][CH2:53][CH2:54][CH2:55][CH2:56][CH2:57][CH2:58][CH2:59][CH3:60])=[CH:34][CH:33]=1)[C:27]1[CH:28]=[CH:29][C:24]([O:23][CH2:1][CH2:2][CH2:3][CH2:4][CH2:5][CH2:6][CH2:7][CH2:8][CH2:9][CH2:10][CH2:11][CH2:12][CH2:13][CH2:14][CH2:15][CH2:16][CH2:17][CH2:18][CH2:19][CH2:20][CH2:21][CH3:22])=[CH:25][CH:26]=1)[CH3:65].